From a dataset of NCI-60 drug combinations with 297,098 pairs across 59 cell lines. Regression. Given two drug SMILES strings and cell line genomic features, predict the synergy score measuring deviation from expected non-interaction effect. (1) Drug 2: C1=NC2=C(N1)C(=S)N=CN2. Drug 1: C1=CN(C=N1)CC(O)(P(=O)(O)O)P(=O)(O)O. Synergy scores: CSS=36.5, Synergy_ZIP=-0.541, Synergy_Bliss=-3.41, Synergy_Loewe=-17.1, Synergy_HSA=-5.14. Cell line: MCF7. (2) Drug 1: CC1=C(C=C(C=C1)NC(=O)C2=CC=C(C=C2)CN3CCN(CC3)C)NC4=NC=CC(=N4)C5=CN=CC=C5. Drug 2: COCCOC1=C(C=C2C(=C1)C(=NC=N2)NC3=CC=CC(=C3)C#C)OCCOC.Cl. Cell line: SF-295. Synergy scores: CSS=-4.30, Synergy_ZIP=2.04, Synergy_Bliss=-0.552, Synergy_Loewe=-3.22, Synergy_HSA=-4.07. (3) Drug 1: CC(CN1CC(=O)NC(=O)C1)N2CC(=O)NC(=O)C2. Drug 2: CC1=C(C(=O)C2=C(C1=O)N3CC4C(C3(C2COC(=O)N)OC)N4)N. Cell line: OVCAR3. Synergy scores: CSS=11.6, Synergy_ZIP=-2.11, Synergy_Bliss=0.368, Synergy_Loewe=-7.38, Synergy_HSA=-2.01. (4) Drug 1: C1=CC(=CC=C1CCCC(=O)O)N(CCCl)CCCl. Drug 2: CCC(=C(C1=CC=CC=C1)C2=CC=C(C=C2)OCCN(C)C)C3=CC=CC=C3.C(C(=O)O)C(CC(=O)O)(C(=O)O)O. Cell line: NCI/ADR-RES. Synergy scores: CSS=1.81, Synergy_ZIP=-6.87, Synergy_Bliss=-7.62, Synergy_Loewe=-11.1, Synergy_HSA=-9.12. (5) Drug 1: C1=CC(=CC=C1CC(C(=O)O)N)N(CCCl)CCCl.Cl. Drug 2: CCN(CC)CCCC(C)NC1=C2C=C(C=CC2=NC3=C1C=CC(=C3)Cl)OC. Cell line: ACHN. Synergy scores: CSS=35.6, Synergy_ZIP=-7.65, Synergy_Bliss=-1.97, Synergy_Loewe=-2.82, Synergy_HSA=0.0221. (6) Drug 1: CS(=O)(=O)CCNCC1=CC=C(O1)C2=CC3=C(C=C2)N=CN=C3NC4=CC(=C(C=C4)OCC5=CC(=CC=C5)F)Cl. Drug 2: C1CN1C2=NC(=NC(=N2)N3CC3)N4CC4. Cell line: SK-MEL-5. Synergy scores: CSS=42.5, Synergy_ZIP=4.46, Synergy_Bliss=3.59, Synergy_Loewe=-10.6, Synergy_HSA=1.11. (7) Drug 1: CC=C1C(=O)NC(C(=O)OC2CC(=O)NC(C(=O)NC(CSSCCC=C2)C(=O)N1)C(C)C)C(C)C. Drug 2: CC1CCCC2(C(O2)CC(NC(=O)CC(C(C(=O)C(C1O)C)(C)C)O)C(=CC3=CSC(=N3)C)C)C. Cell line: CCRF-CEM. Synergy scores: CSS=82.0, Synergy_ZIP=-2.77, Synergy_Bliss=-4.52, Synergy_Loewe=-6.67, Synergy_HSA=-2.42.